From a dataset of Reaction yield outcomes from USPTO patents with 853,638 reactions. Predict the reaction yield, written as a fraction of the theoretical maximum amount of product (1.0 means a 100% yield; for example, 0.34 means a 34% yield). (1) The reactants are [Cl:1][C:2]1[CH:3]=[C:4]([CH3:11])[C:5]([OH:10])=[C:6]([CH:9]=1)[CH:7]=[O:8].C(=O)([O-])[O-].[K+].[K+].Br[CH2:19][C:20]([O:22]C)=[O:21]. The catalyst is C(#N)C. The product is [Cl:1][C:2]1[CH:3]=[C:4]([CH3:11])[C:5]([O:10][CH2:19][C:20]([OH:22])=[O:21])=[C:6]([CH:7]=[O:8])[CH:9]=1. The yield is 0.800. (2) The reactants are [CH3:1][NH:2][C:3]1[N:4]=[CH:5][C:6]2[CH:12]=[CH:11][C:10]([CH3:13])=[N:9][C:7]=2[N:8]=1.[Al].[Br:15]N1C(=O)CCC1=O. The catalyst is C(#N)C. The product is [Br:15][C:11]1[C:10]([CH3:13])=[N:9][C:7]2[N:8]=[C:3]([NH:2][CH3:1])[N:4]=[CH:5][C:6]=2[CH:12]=1. The yield is 0.310. (3) The reactants are [C:1]([O:5][C:6]([C:8]1[S:9][C:10](Br)=[CH:11][C:12]=1[NH:13][S:14]([C:17]1[C:18]([CH3:23])=[CH:19][CH:20]=[CH:21][CH:22]=1)(=[O:16])=[O:15])=[O:7])([CH3:4])([CH3:3])[CH3:2].[CH3:25][N:26]([CH3:39])[S:27]([N:30]1[CH:34]=[CH:33][C:32]([Sn](C)(C)C)=[N:31]1)(=[O:29])=[O:28]. The catalyst is C1(C)C=CC=CC=1.C1C=CC([P]([Pd]([P](C2C=CC=CC=2)(C2C=CC=CC=2)C2C=CC=CC=2)([P](C2C=CC=CC=2)(C2C=CC=CC=2)C2C=CC=CC=2)[P](C2C=CC=CC=2)(C2C=CC=CC=2)C2C=CC=CC=2)(C2C=CC=CC=2)C2C=CC=CC=2)=CC=1. The product is [C:1]([O:5][C:6]([C:8]1[S:9][C:10]([C:32]2[CH:33]=[CH:34][N:30]([S:27](=[O:29])(=[O:28])[N:26]([CH3:25])[CH3:39])[N:31]=2)=[CH:11][C:12]=1[NH:13][S:14]([C:17]1[C:18]([CH3:23])=[CH:19][CH:20]=[CH:21][CH:22]=1)(=[O:16])=[O:15])=[O:7])([CH3:4])([CH3:3])[CH3:2]. The yield is 0.665. (4) The reactants are [O:1]=[C:2]1[CH2:7][CH2:6][N:5]([C:8]2[CH:13]=[CH:12][C:11]([N:14]3[CH2:18][C@H:17]([CH2:19][NH:20][C:21](=[O:23])[CH3:22])[O:16][C:15]3=[O:24])=[CH:10][C:9]=2[F:25])[CH2:4][CH2:3]1.[SH:26][CH:27](O)[CH3:28].B(F)(F)F. The catalyst is O1CCCC1. The product is [S:26]1[C:2]2([CH2:3][CH2:4][N:5]([C:8]3[CH:13]=[CH:12][C:11]([N:14]4[CH2:18][C@H:17]([CH2:19][NH:20][C:21](=[O:23])[CH3:22])[O:16][C:15]4=[O:24])=[CH:10][C:9]=3[F:25])[CH2:6][CH2:7]2)[O:1][CH2:28][CH2:27]1. The yield is 0.850. (5) The reactants are [Br:1][C:2]1[CH:3]=[C:4]2[C:8](=[CH:9][CH:10]=1)[NH:7][CH:6]=[C:5]2[CH2:11][C:12]([O:14][CH3:15])=[O:13].[C:16]([N:20]=[C:21]=[O:22])([CH3:19])([CH3:18])[CH3:17].B(F)(F)F.CCOCC.CCOC(C)=O. The catalyst is ClCCl. The product is [Br:1][C:2]1[CH:3]=[C:4]2[C:8](=[CH:9][CH:10]=1)[NH:7][C:6]([C:21](=[O:22])[NH:20][C:16]([CH3:19])([CH3:18])[CH3:17])=[C:5]2[CH2:11][C:12]([O:14][CH3:15])=[O:13]. The yield is 0.926. (6) The product is [I:17][C:6]1[CH:7]=[CH:8][C:9]2[O:13][C:12](=[O:14])[N:11]([CH3:15])[C:10]=2[CH:16]=1. The reactants are N([O-])=O.[Na+].N[C:6]1[CH:7]=[CH:8][C:9]2[O:13][C:12](=[O:14])[N:11]([CH3:15])[C:10]=2[CH:16]=1.[I-:17].[K+].S(S([O-])=O)([O-])(=O)=O.[Na+].[Na+]. The catalyst is O.C(O)(=O)C. The yield is 0.550. (7) The reactants are Cl.[Cl:2][C:3]1[CH:4]=[C:5]2[C:10](=[CH:11][N:12]=1)[CH2:9][NH:8][CH2:7][CH2:6]2.[C:13](O[C:13]([O:15][C:16]([CH3:19])([CH3:18])[CH3:17])=[O:14])([O:15][C:16]([CH3:19])([CH3:18])[CH3:17])=[O:14].C(N(CC)CC)C. The catalyst is C(Cl)Cl. The product is [Cl:2][C:3]1[CH:4]=[C:5]2[C:10](=[CH:11][N:12]=1)[CH2:9][N:8]([C:13]([O:15][C:16]([CH3:19])([CH3:18])[CH3:17])=[O:14])[CH2:7][CH2:6]2. The yield is 0.610. (8) The reactants are [CH3:1][C:2]([CH3:9])([CH2:6][CH:7]=[CH2:8])[C:3]([OH:5])=[O:4].C(Cl)(=O)C(Cl)=O.CCN(C(C)C)C(C)C.O[CH2:26][C@H:27]([NH:34][C:35](=[O:40])[CH2:36][CH2:37][CH:38]=[CH2:39])[C:28]1[CH:33]=[CH:32][CH:31]=[CH:30][CH:29]=1. The product is [CH3:1][C:2]([CH3:9])([CH2:6][CH:7]=[CH2:8])[C:3]([O:5][CH2:26][C@H:27]([NH:34][C:35](=[O:40])[CH2:36][CH2:37][CH:38]=[CH2:39])[C:28]1[CH:33]=[CH:32][CH:31]=[CH:30][CH:29]=1)=[O:4]. The yield is 0.210. The catalyst is CN(C1C=CN=CC=1)C.CCOC(C)=O.Cl.CN(C=O)C.ClCCCl. (9) The reactants are [CH2:1]([N:4]([CH2:19][CH2:20][CH3:21])[CH2:5][CH2:6][CH2:7][CH2:8][NH:9][CH2:10][C:11]1[CH:18]=[CH:17][C:14]([C:15]#[N:16])=[CH:13][CH:12]=1)[CH2:2][CH3:3].[CH3:22][C:23]1[O:27][C:26]([CH:28]=O)=[CH:25][CH:24]=1.C(O[BH-](OC(=O)C)OC(=O)C)(=O)C.[Na+].C(=O)(O)[O-].[Na+]. The product is [CH2:19]([N:4]([CH2:1][CH2:2][CH3:3])[CH2:5][CH2:6][CH2:7][CH2:8][N:9]([CH2:10][C:11]1[CH:12]=[CH:13][C:14]([C:15]#[N:16])=[CH:17][CH:18]=1)[CH2:28][C:26]1[O:27][C:23]([CH3:22])=[CH:24][CH:25]=1)[CH2:20][CH3:21]. The catalyst is C(O)C. The yield is 0.995.